Dataset: Reaction yield outcomes from USPTO patents with 853,638 reactions. Task: Predict the reaction yield, written as a fraction of the theoretical maximum amount of product (1.0 means a 100% yield; for example, 0.34 means a 34% yield). (1) The reactants are C(OC(=O)[NH:7][CH:8]1[CH2:13][CH2:12][N:11]([S:14]([C:17]2[CH:22]=[CH:21][C:20]([C:23]([N:25]3[CH2:30][CH2:29][CH2:28][CH2:27][CH2:26]3)=[O:24])=[CH:19][CH:18]=2)(=[O:16])=[O:15])[CH2:10][CH2:9]1)(C)(C)C.Cl. The catalyst is O1CCOCC1. The product is [NH2:7][CH:8]1[CH2:13][CH2:12][N:11]([S:14]([C:17]2[CH:18]=[CH:19][C:20]([C:23]([N:25]3[CH2:30][CH2:29][CH2:28][CH2:27][CH2:26]3)=[O:24])=[CH:21][CH:22]=2)(=[O:16])=[O:15])[CH2:10][CH2:9]1. The yield is 1.00. (2) The reactants are [H-].[Na+].N1[C:7]2=N[CH:9]=[CH:10][CH:11]=[C:6]2[CH:5]=[CH:4]1.BrCC#N.[C:16]([O:19][CH2:20]C)(=[O:18])[CH3:17].[O:22]1CCCC1. The catalyst is CCCCCC. The product is [CH3:20][O:19][C:16](=[O:18])[CH2:17][O:22][CH2:7][C:6]1[CH:11]=[CH:10][CH:9]=[CH:4][CH:5]=1. The yield is 0.600. (3) The reactants are [O:1]=[C:2]1[C:7]2=[CH:8][C:9]3[CH:10]=[CH:11][C:12]([C:15](O)=[O:16])=[CH:13][C:14]=3[N:6]2[C:5]2([CH2:20][CH2:19][CH2:18]2)[CH2:4][NH:3]1.CCN=C=NCCCN(C)C.Cl.Cl.[CH3:34][C:35]1([CH3:46])[CH2:40][O:39][C:38]2[CH:41]=[CH:42][C:43]([NH2:45])=[CH:44][C:37]=2[NH:36]1. The catalyst is C(Cl)Cl.CN(C1C=CN=CC=1)C.O. The product is [CH3:34][C:35]1([CH3:46])[CH2:40][O:39][C:38]2[CH:41]=[CH:42][C:43]([NH:45][C:15]([C:12]3[CH:11]=[CH:10][C:9]4[CH:8]=[C:7]5[C:2](=[O:1])[NH:3][CH2:4][C:5]6([CH2:18][CH2:19][CH2:20]6)[N:6]5[C:14]=4[CH:13]=3)=[O:16])=[CH:44][C:37]=2[NH:36]1. The yield is 0.480. (4) The reactants are FC(F)(F)C(O)=O.[Cl:8][C:9]1[C:10]([F:41])=[C:11]([CH:15]2[C:19]([C:22]3[CH:27]=[CH:26][C:25]([Cl:28])=[CH:24][C:23]=3[F:29])([C:20]#[N:21])[CH:18]([CH2:30][C:31]3([CH3:37])[CH2:36][CH2:35][CH2:34][CH2:33][CH2:32]3)[NH:17][CH:16]2[C:38]([OH:40])=O)[CH:12]=[CH:13][CH:14]=1.CC1(C)[O:47][C@@H:46]([CH2:48][CH2:49][NH2:50])[C:45]([CH3:52])([CH3:51])[O:44]1.CN(C(ON1N=NC2C=CC=NC1=2)=[N+](C)C)C.F[P-](F)(F)(F)(F)F.CCN(C(C)C)C(C)C.Cl. The catalyst is C(Cl)Cl.O1CCCC1. The product is [OH:47][C@H:46]([C:45]([OH:44])([CH3:52])[CH3:51])[CH2:48][CH2:49][NH:50][C:38]([CH:16]1[CH:15]([C:11]2[CH:12]=[CH:13][CH:14]=[C:9]([Cl:8])[C:10]=2[F:41])[C:19]([C:22]2[CH:27]=[CH:26][C:25]([Cl:28])=[CH:24][C:23]=2[F:29])([C:20]#[N:21])[CH:18]([CH2:30][C:31]2([CH3:37])[CH2:32][CH2:33][CH2:34][CH2:35][CH2:36]2)[NH:17]1)=[O:40]. The yield is 0.420. (5) The reactants are [CH2:1]([O:8][C:9]1[CH:13]=[C:12]([CH2:14][CH2:15][C:16](O)=[O:17])[N:11]([CH2:19][C:20]2[CH:25]=[CH:24][C:23]([Cl:26])=[CH:22][C:21]=2[Cl:27])[N:10]=1)[C:2]1[CH:7]=[CH:6][CH:5]=[CH:4][CH:3]=1.[CH2:28]([S:33]([NH2:36])(=[O:35])=[O:34])[CH2:29][CH2:30][CH2:31][CH3:32].N12CCCN=C1CCCCC2. The catalyst is O1CCCC1. The product is [CH2:1]([O:8][C:9]1[CH:13]=[C:12]([CH2:14][CH2:15][C:16]([NH:36][S:33]([CH2:28][CH2:29][CH2:30][CH2:31][CH3:32])(=[O:35])=[O:34])=[O:17])[N:11]([CH2:19][C:20]2[CH:25]=[CH:24][C:23]([Cl:26])=[CH:22][C:21]=2[Cl:27])[N:10]=1)[C:2]1[CH:3]=[CH:4][CH:5]=[CH:6][CH:7]=1. The yield is 0.560. (6) The reactants are C(OC([N:8]1[CH2:14][CH2:13][CH2:12][N:11]([C:15](=[O:23])[C:16]2[CH:21]=[CH:20][CH:19]=[CH:18][C:17]=2[Br:22])[CH2:10][CH2:9]1)=O)(C)(C)C.[ClH:24].CO. The catalyst is O1CCOCC1.C(Cl)(Cl)Cl. The product is [ClH:24].[Br:22][C:17]1[CH:18]=[CH:19][CH:20]=[CH:21][C:16]=1[C:15]([N:11]1[CH2:12][CH2:13][CH2:14][NH:8][CH2:9][CH2:10]1)=[O:23]. The yield is 0.957. (7) The reactants are [CH3:1][NH:2][N:3]=[CH:4][C:5](=[O:7])[CH3:6].[CH:8]([C:11]1[CH:16]=[CH:15][C:14]([C:17](=O)[CH:18]=[O:19])=[CH:13][CH:12]=1)([CH3:10])[CH3:9].CCCCCC.C(OCC)(=O)C. The catalyst is C(O)(=O)C. The product is [CH:8]([C:11]1[CH:16]=[CH:15][C:14]([C:17]2[N:2]([CH3:1])[N:3]=[C:4]([C:5](=[O:7])[CH3:6])[C:18]=2[OH:19])=[CH:13][CH:12]=1)([CH3:10])[CH3:9]. The yield is 0.0400.